Dataset: Full USPTO retrosynthesis dataset with 1.9M reactions from patents (1976-2016). Task: Predict the reactants needed to synthesize the given product. (1) Given the product [CH2:13]([C:11]1[C:10]([O:15][CH3:16])=[N:9][C:8]([CH3:17])=[C:7]([C:6]2[N:5]=[CH:4][NH:2][N:20]=2)[CH:12]=1)[CH3:14], predict the reactants needed to synthesize it. The reactants are: C[N:2]([CH:4]=[N:5][C:6](=O)[C:7]1[CH:12]=[C:11]([CH2:13][CH3:14])[C:10]([O:15][CH3:16])=[N:9][C:8]=1[CH3:17])C.O.[NH2:20]N. (2) Given the product [F:1][C:2]1[CH:17]=[C:16]([CH2:18][NH:25][CH2:24][CH2:23][C:22]2[CH:26]=[CH:27][CH:28]=[CH:29][C:21]=2[F:20])[CH:15]=[CH:14][C:3]=1[O:4][C:5]1[CH:6]=[CH:7][C:8]([C:11]([NH2:13])=[O:12])=[N:9][CH:10]=1, predict the reactants needed to synthesize it. The reactants are: [F:1][C:2]1[CH:17]=[C:16]([CH:18]=O)[CH:15]=[CH:14][C:3]=1[O:4][C:5]1[CH:6]=[CH:7][C:8]([C:11]([NH2:13])=[O:12])=[N:9][CH:10]=1.[F:20][C:21]1[CH:29]=[CH:28][CH:27]=[CH:26][C:22]=1[CH2:23][CH2:24][NH2:25].[BH4-].[Na+]. (3) Given the product [Cl:1][C:2]1[N:12]=[C:11]([O:23][C:18]2[CH:19]=[CH:20][C:21]([F:22])=[C:16]([F:15])[CH:17]=2)[C:10]([F:14])=[CH:9][C:3]=1[C:4]([O:6][CH2:7][CH3:8])=[O:5], predict the reactants needed to synthesize it. The reactants are: [Cl:1][C:2]1[N:12]=[C:11](Cl)[C:10]([F:14])=[CH:9][C:3]=1[C:4]([O:6][CH2:7][CH3:8])=[O:5].[F:15][C:16]1[CH:17]=[C:18]([OH:23])[CH:19]=[CH:20][C:21]=1[F:22].C(=O)([O-])[O-].[K+].[K+]. (4) Given the product [CH2:18]([C:15]1[C:9]2[S:10][CH:11]=[C:7]([CH2:1][CH2:2][CH2:3][CH2:4][CH2:5][CH3:6])[C:8]=2[S:17][CH:16]=1)[CH2:19][CH2:20][CH2:21][CH2:22][CH3:23], predict the reactants needed to synthesize it. The reactants are: [CH2:1]([C:7]1[C:8]2[S:17][CH:16]=[C:15]([CH2:18][CH2:19][CH2:20][CH2:21][CH2:22][CH3:23])[C:9]=2[S:10][C:11]=1C(O)=O)[CH2:2][CH2:3][CH2:4][CH2:5][CH3:6].N1C2C(=CC=CC=2)C=CC=1.C(=O)=O. (5) Given the product [CH2:19]([O:12][C:7]1[CH:8]=[C:9]2[C:4](=[CH:5][CH:6]=1)[N:3]=[C:2]([Cl:1])[CH:11]=[CH:10]2)[C:20]1[CH:25]=[CH:24][CH:23]=[CH:22][CH:21]=1, predict the reactants needed to synthesize it. The reactants are: [Cl:1][C:2]1[CH:11]=[CH:10][C:9]2[C:4](=[CH:5][CH:6]=[C:7]([OH:12])[CH:8]=2)[N:3]=1.C(=O)([O-])[O-].[Cs+].[Cs+].[CH2:19](Br)[C:20]1[CH:25]=[CH:24][CH:23]=[CH:22][CH:21]=1.O. (6) Given the product [Cl:23][C:17]1[CH:18]=[C:19]([F:22])[CH:20]=[CH:21][C:16]=1[S:13]([CH:10]1[CH2:11][CH2:12][CH:8]([C:6]([OH:7])=[O:5])[CH2:9]1)(=[O:15])=[O:14], predict the reactants needed to synthesize it. The reactants are: C([O:5][C:6]([CH:8]1[CH2:12][CH2:11][CH:10]([S:13]([C:16]2[CH:21]=[CH:20][C:19]([F:22])=[CH:18][C:17]=2[Cl:23])(=[O:15])=[O:14])[CH2:9]1)=[O:7])(C)(C)C.FC(F)(F)C(O)=O. (7) Given the product [NH2:7][CH2:8][C:9]([NH:10][C:11]1[CH:12]=[CH:13][C:14]([O:17][CH2:18][C:19]2[CH:24]=[CH:23][CH:22]=[C:21]([F:25])[CH:20]=2)=[CH:15][CH:16]=1)=[O:26], predict the reactants needed to synthesize it. The reactants are: C(OC(=O)[NH:7][CH2:8][C:9](=[O:26])[NH:10][C:11]1[CH:16]=[CH:15][C:14]([O:17][CH2:18][C:19]2[CH:24]=[CH:23][CH:22]=[C:21]([F:25])[CH:20]=2)=[CH:13][CH:12]=1)(C)(C)C.Cl.C(=O)([O-])[O-].[Na+].[Na+].